From a dataset of Full USPTO retrosynthesis dataset with 1.9M reactions from patents (1976-2016). Predict the reactants needed to synthesize the given product. (1) Given the product [NH3:2].[CH:31]([N:5]1[CH2:6][CH:1]2[CH2:7][CH:4]1[CH2:3][N:2]2[C:8]1[N:13]=[C:12]([C:14]2[CH:19]=[CH:18][N:17]=[C:16]([NH:20][C@H:21]([C:23]3[CH:28]=[CH:27][CH:26]=[CH:25][CH:24]=3)[CH3:22])[CH:15]=2)[CH:11]=[C:10]([CH3:29])[N:9]=1)([CH3:33])[CH3:30], predict the reactants needed to synthesize it. The reactants are: [CH:1]12[CH2:7][CH:4]([NH:5][CH2:6]1)[CH2:3][N:2]2[C:8]1[N:13]=[C:12]([C:14]2[CH:19]=[CH:18][N:17]=[C:16]([NH:20][C@H:21]([C:23]3[CH:28]=[CH:27][CH:26]=[CH:25][CH:24]=3)[CH3:22])[CH:15]=2)[CH:11]=[C:10]([CH3:29])[N:9]=1.[CH3:30][C:31]([CH3:33])=O.C(O[BH-](OC(=O)C)OC(=O)C)(=O)C.[Na+]. (2) Given the product [OH:55][C@@H:42]([C:43]1[CH:48]=[C:47]([N:49]2[CH:53]=[CH:52][N:51]=[CH:50]2)[CH:46]=[CH:45][C:44]=1[CH3:54])[C:38]1[C:37]([CH3:56])=[CH:36][C:35]([C:34]([OH:57])=[O:33])=[CH:40][C:39]=1[CH3:41], predict the reactants needed to synthesize it. The reactants are: C1([C@H](NCCN[C@@H](C2C=CC=CC=2)C)C)C=CC=CC=1.C(O)CO.C([Zn]CC)C.C([O:33][C:34](=[O:57])[C:35]1[CH:40]=[C:39]([CH3:41])[C:38]([C:42](=[O:55])[C:43]2[CH:48]=[C:47]([N:49]3[CH:53]=[CH:52][N:51]=[CH:50]3)[CH:46]=[CH:45][C:44]=2[CH3:54])=[C:37]([CH3:56])[CH:36]=1)(C)C.C[SiH](O)C.C[Si](C)(C)C.C[Si](O)(C)C.[OH-].[Na+]. (3) Given the product [O:18]1[C:23]2[CH:24]=[CH:25][CH:26]=[C:27]([N:28]3[CH2:33][CH2:32][N:31]([CH2:2][CH2:3][CH2:4][CH2:5][C:6]4([CH2:16][CH3:17])[C:14]5[C:9](=[CH:10][CH:11]=[CH:12][CH:13]=5)[NH:8][C:7]4=[O:15])[CH2:30][CH2:29]3)[C:22]=2[O:21][CH2:20][CH2:19]1, predict the reactants needed to synthesize it. The reactants are: Cl[CH2:2][CH2:3][CH2:4][CH2:5][C:6]1([CH2:16][CH3:17])[C:14]2[C:9](=[CH:10][CH:11]=[CH:12][CH:13]=2)[NH:8][C:7]1=[O:15].[O:18]1[C:23]2[CH:24]=[CH:25][CH:26]=[C:27]([N:28]3[CH2:33][CH2:32][NH:31][CH2:30][CH2:29]3)[C:22]=2[O:21][CH2:20][CH2:19]1.